From a dataset of Reaction yield outcomes from USPTO patents with 853,638 reactions. Predict the reaction yield, written as a fraction of the theoretical maximum amount of product (1.0 means a 100% yield; for example, 0.34 means a 34% yield). (1) The reactants are [Cl:1][C:2]1[CH:7]=[CH:6][C:5]([C:8]2[C:13]([CH:14]([CH2:19][CH2:20][CH3:21])[C:15]([O:17]C)=[O:16])=[C:12]([CH3:22])[N:11]=[C:10]([C:23]3[CH:28]=[CH:27][CH:26]=[CH:25][CH:24]=3)[N:9]=2)=[C:4]([O:29]C)[CH:3]=1.B(Br)(Br)Br. The catalyst is ClCCl. The product is [Cl:1][C:2]1[CH:7]=[CH:6][C:5]([C:8]2[C:13]([CH:14]([CH2:19][CH2:20][CH3:21])[C:15]([OH:17])=[O:16])=[C:12]([CH3:22])[N:11]=[C:10]([C:23]3[CH:24]=[CH:25][CH:26]=[CH:27][CH:28]=3)[N:9]=2)=[C:4]([OH:29])[CH:3]=1. The yield is 0.0150. (2) The reactants are BrC[CH2:3][C:4]([C:6]1[CH:15]=[CH:14][C:13]2[C:8](=[CH:9][CH:10]=[CH:11][CH:12]=2)[CH:7]=1)=O.[CH2:16]([O:18][C:19](=[O:23])[C:20]([NH2:22])=[S:21])[CH3:17]. The catalyst is CCO. The product is [CH:7]1[C:8]2[C:13](=[CH:12][CH:11]=[CH:10][CH:9]=2)[CH:14]=[CH:15][C:6]=1[C:4]1[N:22]=[C:20]([C:19]([O:18][CH2:16][CH3:17])=[O:23])[S:21][CH:3]=1. The yield is 0.480. (3) The reactants are [NH2:1][C:2]1[C:3]2[N:4]([C:8]([C@@H:26]3[CH2:30][CH2:29][CH2:28][NH:27]3)=[N:9][C:10]=2[C:11]2[CH:25]=[CH:24][C:14]([C:15]([NH:17][C:18]3[CH:23]=[CH:22][CH:21]=[CH:20][N:19]=3)=[O:16])=[CH:13][CH:12]=2)[CH:5]=[CH:6][N:7]=1. The catalyst is C(O)(=O)C#CCCC. The product is [NH2:1][C:2]1[C:3]2[N:4]([C:8]([C@@H:26]3[CH2:30][CH2:29][CH2:28][N:27]3[C:15](=[O:16])[C:14]#[C:13][CH2:12][CH2:11][CH3:10])=[N:9][C:10]=2[C:11]2[CH:25]=[CH:24][C:14]([C:15]([NH:17][C:18]3[CH:23]=[CH:22][CH:21]=[CH:20][N:19]=3)=[O:16])=[CH:13][CH:12]=2)[CH:5]=[CH:6][N:7]=1. The yield is 0.262. (4) The reactants are [CH:1]1([C:7]2[CH:32]=[CH:31][C:10]([CH2:11][O:12][C:13]3[CH:18]=[CH:17][CH:16]=[CH:15][C:14]=3/[CH:19]=[CH:20]/[C:21](=[O:30])[CH2:22][CH2:23][CH2:24][CH2:25][C:26]([O:28][CH3:29])=[O:27])=[CH:9][CH:8]=2)[CH2:6][CH2:5][CH2:4][CH2:3][CH2:2]1.[BH4-].[Na+]. No catalyst specified. The product is [CH:1]1([C:7]2[CH:32]=[CH:31][C:10]([CH2:11][O:12][C:13]3[CH:18]=[CH:17][CH:16]=[CH:15][C:14]=3/[CH:19]=[CH:20]/[CH:21]([OH:30])[CH2:22][CH2:23][CH2:24][CH2:25][C:26]([O:28][CH3:29])=[O:27])=[CH:9][CH:8]=2)[CH2:2][CH2:3][CH2:4][CH2:5][CH2:6]1. The yield is 0.922. (5) The product is [Br:1][C:2]1[CH:3]=[C:4]([Cl:17])[C:5]2[O:6][CH2:7][C:8](=[O:9])[NH:14][C:12]=2[CH:13]=1. The reactants are [Br:1][C:2]1[CH:13]=[C:12]([N+:14]([O-])=O)[C:5]([O:6][CH2:7][C:8](OC)=[O:9])=[C:4]([Cl:17])[CH:3]=1. The yield is 0.970. The catalyst is C(O)(=O)C.[Zn]. (6) The reactants are C([O:3][C:4]([C:6]1[NH:7][C:8]2[C:13]([C:14]=1[CH3:15])=[CH:12][C:11]([O:16][CH3:17])=[C:10]([C:18]([F:21])([F:20])[F:19])[CH:9]=2)=[O:5])C.[OH-].[K+].Cl. The catalyst is C(O)C.O. The product is [CH3:17][O:16][C:11]1[CH:12]=[C:13]2[C:8](=[CH:9][C:10]=1[C:18]([F:20])([F:21])[F:19])[NH:7][C:6]([C:4]([OH:5])=[O:3])=[C:14]2[CH3:15]. The yield is 0.730.